From a dataset of Reaction yield outcomes from USPTO patents with 853,638 reactions. Predict the reaction yield, written as a fraction of the theoretical maximum amount of product (1.0 means a 100% yield; for example, 0.34 means a 34% yield). (1) The yield is 0.580. The product is [CH2:1]([O:8][C:9]([N:11]1[CH2:15][C@@H:14]([O:16][Si:17]([C:20]([CH3:23])([CH3:22])[CH3:21])([CH3:19])[CH3:18])[CH2:13][C@@H:12]1[CH:24]([O:33][C:47]([O:46][C:43]1[CH:44]=[CH:45][CH:40]=[CH:41][CH:42]=1)=[S:48])[C:25]1[C:26]([CH3:32])=[N:27][N:28]([CH3:31])[C:29]=1[CH3:30])=[O:10])[C:2]1[CH:3]=[CH:4][CH:5]=[CH:6][CH:7]=1. The reactants are [CH2:1]([O:8][C:9]([N:11]1[CH2:15][C@@H:14]([O:16][Si:17]([C:20]([CH3:23])([CH3:22])[CH3:21])([CH3:19])[CH3:18])[CH2:13][C@@H:12]1[CH:24]([OH:33])[C:25]1[C:26]([CH3:32])=[N:27][N:28]([CH3:31])[C:29]=1[CH3:30])=[O:10])[C:2]1[CH:7]=[CH:6][CH:5]=[CH:4][CH:3]=1.N1C=CC=CC=1.[CH:40]1[CH:45]=[CH:44][C:43]([O:46][C:47](Cl)=[S:48])=[CH:42][CH:41]=1. The catalyst is ClCCl. (2) The reactants are [NH2:1][C:2]1[CH:7]=[CH:6][C:5](B2OC(C)(C)C(C)(C)O2)=[CH:4][N:3]=1.Br[C:18]1[C:19]([CH3:28])=[CH:20][C:21]2[O:26][CH2:25][CH2:24][O:23][C:22]=2[CH:27]=1.C([O-])([O-])=O.[Na+].[Na+]. The catalyst is O1CCOCC1.CC#N.CC(P(C(C)(C)C)C1C=CC(N(C)C)=CC=1)(C)C.CC(P(C(C)(C)C)C1C=CC(N(C)C)=CC=1)(C)C.Cl[Pd]Cl. The product is [CH3:28][C:19]1[C:18]([C:5]2[CH:6]=[CH:7][C:2]([NH2:1])=[N:3][CH:4]=2)=[CH:27][C:22]2[O:23][CH2:24][CH2:25][O:26][C:21]=2[CH:20]=1. The yield is 0.260. (3) The catalyst is CO. The product is [ClH:1].[ClH:1].[ClH:1].[CH2:8]([NH:15][C:16]([C:18]1[O:22][C:21]([N:23]2[CH2:28][CH2:27][NH:26][CH2:25][CH:24]2[CH2:36][O:37][C:38]2[CH:39]=[N:40][CH:41]=[CH:42][CH:43]=2)=[N:20][C:19]=1[CH3:44])=[O:17])[C:9]1[CH:10]=[CH:11][CH:12]=[CH:13][CH:14]=1. The yield is 0.0300. The reactants are [ClH:1].O1CCOCC1.[CH2:8]([NH:15][C:16]([C:18]1[O:22][C:21]([N:23]2[CH2:28][CH2:27][N:26](C(OC(C)(C)C)=O)[CH2:25][CH:24]2[CH2:36][O:37][C:38]2[CH:39]=[N:40][CH:41]=[CH:42][CH:43]=2)=[N:20][C:19]=1[CH3:44])=[O:17])[C:9]1[CH:14]=[CH:13][CH:12]=[CH:11][CH:10]=1. (4) The reactants are Br[C:2]1[N:7]=[CH:6][C:5]([C:8]#[C:9][Si:10]([CH3:13])([CH3:12])[CH3:11])=[CH:4][N:3]=1.[CH3:14][C:15]1([CH3:21])[CH2:19][NH:18][C:17](=[O:20])[CH2:16]1.C(=O)([O-])[O-].[Cs+].[Cs+]. The catalyst is C1(C)C=CC=CC=1.C1C=CC(/C=C/C(/C=C/C2C=CC=CC=2)=O)=CC=1.C1C=CC(/C=C/C(/C=C/C2C=CC=CC=2)=O)=CC=1.C1C=CC(/C=C/C(/C=C/C2C=CC=CC=2)=O)=CC=1.[Pd].[Pd].CC1(C)C2C(=C(P(C3C=CC=CC=3)C3C=CC=CC=3)C=CC=2)OC2C(P(C3C=CC=CC=3)C3C=CC=CC=3)=CC=CC1=2. The product is [CH3:14][C:15]1([CH3:21])[CH2:19][N:18]([C:2]2[N:7]=[CH:6][C:5]([C:8]#[C:9][Si:10]([CH3:13])([CH3:12])[CH3:11])=[CH:4][N:3]=2)[C:17](=[O:20])[CH2:16]1. The yield is 0.730.